From a dataset of Full USPTO retrosynthesis dataset with 1.9M reactions from patents (1976-2016). Predict the reactants needed to synthesize the given product. (1) Given the product [Cl:1][C:2]1[C:3]([C:36]2[S:40][C:39]([C:41]3([OH:45])[CH2:44][CH2:43][CH2:42]3)=[N:38][CH:37]=2)=[C:4]2[CH:10]=[C:9]([C:11]3[CH:12]=[C:13]4[C:17](=[CH:18][CH:19]=3)[N:16]([C:20](=[O:25])[CH2:21][N:22]([CH3:23])[CH3:24])[CH2:15][CH2:14]4)[N:8]([S:26]([C:29]3[CH:35]=[CH:34][C:32]([CH3:33])=[CH:31][CH:30]=3)(=[O:27])=[O:28])[C:5]2=[N:6][CH:7]=1, predict the reactants needed to synthesize it. The reactants are: [Cl:1][C:2]1[C:3]([C:36]2[S:40][C:39]([C:41]3([O:45]COC)[CH2:44][CH2:43][CH2:42]3)=[N:38][CH:37]=2)=[C:4]2[CH:10]=[C:9]([C:11]3[CH:12]=[C:13]4[C:17](=[CH:18][CH:19]=3)[N:16]([C:20](=[O:25])[CH2:21][N:22]([CH3:24])[CH3:23])[CH2:15][CH2:14]4)[N:8]([S:26]([C:29]3[CH:35]=[CH:34][C:32]([CH3:33])=[CH:31][CH:30]=3)(=[O:28])=[O:27])[C:5]2=[N:6][CH:7]=1.Cl. (2) Given the product [CH3:12][O:1][C:2]1[CH:10]=[CH:9][CH:8]=[C:7]2[C:3]=1[CH2:4][CH2:5][C:6]2=[O:11], predict the reactants needed to synthesize it. The reactants are: [OH:1][C:2]1[CH:10]=[CH:9][CH:8]=[C:7]2[C:3]=1[CH2:4][CH2:5][C:6]2=[O:11].[C:12](=O)([O-])[O-].[K+].[K+].CI. (3) Given the product [CH:7]1[C:8]2[NH:9][C:10]3[C:15](=[CH:14][CH:13]=[CH:12][CH:11]=3)[C:16]=2[CH:17]=[CH:5][CH:6]=1.[SiH4:4], predict the reactants needed to synthesize it. The reactants are: C(O[Si:4](OCC)(OCC)[C:5]1[CH:6]=[CH:7][C:8]2[NH:9][C:10]3[C:15]([C:16]=2[CH:17]=1)=[CH:14][C:13]([Si](OCC)(OCC)OCC)=[CH:12][CH:11]=3)C.C([Mg]Br)C=C.Cl.